Dataset: Forward reaction prediction with 1.9M reactions from USPTO patents (1976-2016). Task: Predict the product of the given reaction. (1) Given the reactants [CH3:1][O:2][C:3]([C:5]1[S:6][C:7]([C:11]([CH:13]2[CH2:18][CH2:17][O:16][CH2:15][CH2:14]2)=[O:12])=[CH:8][C:9]=1[NH2:10])=[O:4].CO[CH:21]([N:24]([CH3:26])[CH3:25])OC, predict the reaction product. The product is: [CH3:1][O:2][C:3]([C:5]1[S:6][C:7]([C:11]([CH:13]2[CH2:18][CH2:17][O:16][CH2:15][CH2:14]2)=[O:12])=[CH:8][C:9]=1[N:10]=[CH:21][N:24]([CH3:26])[CH3:25])=[O:4]. (2) Given the reactants [F:1][C:2]1([F:37])[CH2:6][CH2:5][CH:4]([NH:7][C:8]2[N:13]=[C:12]([C:14]3[CH:19]=[CH:18][CH:17]=[C:16]([C:20]([F:23])([F:22])[F:21])[N:15]=3)[N:11]=[C:10]([NH:24][CH:25]3[CH2:29][CH2:28][N:27]([C:30](OC(C)(C)C)=O)[CH2:26]3)[N:9]=2)[CH2:3]1.[H-].[H-].[H-].[H-].[Li+].[Al+3], predict the reaction product. The product is: [F:37][C:2]1([F:1])[CH2:6][CH2:5][CH:4]([NH:7][C:8]2[N:9]=[C:10]([NH:24][CH:25]3[CH2:29][CH2:28][N:27]([CH3:30])[CH2:26]3)[N:11]=[C:12]([C:14]3[CH:19]=[CH:18][CH:17]=[C:16]([C:20]([F:22])([F:23])[F:21])[N:15]=3)[N:13]=2)[CH2:3]1. (3) Given the reactants [C:1]([C:3]1[CH:4]=[C:5]([NH:10][C:11]2[C:12]3[CH:20]=[C:19](F)[N:18]=[CH:17][C:13]=3[N:14]=[CH:15][N:16]=2)[CH:6]=[CH:7][C:8]=1[F:9])#[CH:2].[CH3:22][O:23][C:24]1[CH:31]=[CH:30][C:27]([CH2:28][NH2:29])=[CH:26][CH:25]=1, predict the reaction product. The product is: [C:1]([C:3]1[CH:4]=[C:5]([NH:10][C:11]2[C:12]3[CH:20]=[C:19]([NH:29][CH2:28][C:27]4[CH:30]=[CH:31][C:24]([O:23][CH3:22])=[CH:25][CH:26]=4)[N:18]=[CH:17][C:13]=3[N:14]=[CH:15][N:16]=2)[CH:6]=[CH:7][C:8]=1[F:9])#[CH:2]. (4) Given the reactants [S:1]([N:11]1[C:19]2[C:18]([C:20]([O:22][CH3:23])=[O:21])=[CH:17][N:16]=[CH:15][C:14]=2[CH:13]=[CH:12]1)([C:4]1[CH:10]=[CH:9][C:7]([CH3:8])=[CH:6][CH:5]=1)(=[O:3])=[O:2].ClC1C=C(C=CC=1)C(OO)=[O:29].C([O-])([O-])=O.[Na+].[Na+], predict the reaction product. The product is: [CH3:23][O:22][C:20]([C:18]1[C:19]2[N:11]([S:1]([C:4]3[CH:5]=[CH:6][C:7]([CH3:8])=[CH:9][CH:10]=3)(=[O:3])=[O:2])[CH:12]=[CH:13][C:14]=2[CH:15]=[N+:16]([O-:29])[CH:17]=1)=[O:21]. (5) Given the reactants [CH3:1][C:2]1([CH3:16])[C:6]([CH3:8])([CH3:7])[O:5][B:4]([C:9]2[CH:10]=[C:11]([CH:13]=[CH:14][CH:15]=2)[NH2:12])[O:3]1.Br[CH2:18][CH2:19][OH:20].C(N(CC)C(C)C)(C)C, predict the reaction product. The product is: [CH3:8][C:6]1([CH3:7])[C:2]([CH3:16])([CH3:1])[O:3][B:4]([C:9]2[CH:10]=[C:11]([NH:12][CH2:18][CH2:19][OH:20])[CH:13]=[CH:14][CH:15]=2)[O:5]1. (6) Given the reactants O.[OH-].[Li+].[C:4]1([C:10](=[N:17][CH2:18][C:19]2([C:34]([O:36]CC)=[O:35])[CH2:24][CH2:23][N:22]([C:25]3[C:26]4[CH:33]=[CH:32][NH:31][C:27]=4[N:28]=[CH:29][N:30]=3)[CH2:21][CH2:20]2)[C:11]2[CH:16]=[CH:15][CH:14]=[CH:13][CH:12]=2)[CH:9]=[CH:8][CH:7]=[CH:6][CH:5]=1, predict the reaction product. The product is: [C:4]1([C:10](=[N:17][CH2:18][C:19]2([C:34]([OH:36])=[O:35])[CH2:24][CH2:23][N:22]([C:25]3[C:26]4[CH:33]=[CH:32][NH:31][C:27]=4[N:28]=[CH:29][N:30]=3)[CH2:21][CH2:20]2)[C:11]2[CH:12]=[CH:13][CH:14]=[CH:15][CH:16]=2)[CH:5]=[CH:6][CH:7]=[CH:8][CH:9]=1. (7) Given the reactants [NH2:1][C@H:2]1[CH2:6][N:5]([C:7](OC(C)(C)C)=O)[C@@H:4]([CH2:14][O:15][C:16]2[CH:21]=[CH:20][C:19]([F:22])=[CH:18][CH:17]=2)[CH2:3]1.CC[N:25](C(C)C)C(C)C.[Cl:32][C:33]1[CH:38]=[CH:37][C:36]([Cl:39])=[CH:35][C:34]=1[S:40](Cl)(=[O:42])=[O:41].Cl.N#CBr.C(O)C(N)(CO)CO, predict the reaction product. The product is: [Cl:32][C:33]1[CH:38]=[CH:37][C:36]([Cl:39])=[CH:35][C:34]=1[S:40]([NH:1][C@@H:2]1[CH2:3][C@H:4]([CH2:14][O:15][C:16]2[CH:17]=[CH:18][C:19]([F:22])=[CH:20][CH:21]=2)[N:5]([C:7]#[N:25])[CH2:6]1)(=[O:42])=[O:41]. (8) Given the reactants Cl.N[C@H]1C[CH2:7][C@H:6]([CH2:9][C:10]([O:12][CH3:13])=[O:11])[CH2:5][CH2:4]1.C=O.C(O[BH-](OC(=O)C)OC(=O)C)(=O)C.[Na+].C(=O)([O-])O.[Na+].[CH2:35]([N:37]([CH2:40]C)[CH2:38][CH3:39])C, predict the reaction product. The product is: [CH3:40][N:37]([CH3:35])[C@H:38]1[CH2:39][CH2:7][C@H:6]([CH2:9][C:10]([O:12][CH3:13])=[O:11])[CH2:5][CH2:4]1. (9) Given the reactants [CH2:1]([O:8][N:9]1[C:14]2[N:15]=[CH:16][N:17]=[C:18](Cl)[C:13]=2[C:12]([OH:20])=[C:11](C(OCC)=O)[C:10]1=[O:26])[C:2]1[CH:7]=[CH:6][CH:5]=[CH:4][CH:3]=1.C(N(CC)CC)C.[CH2:34]([NH2:41])[C:35]1[CH:40]=[CH:39][CH:38]=[CH:37][CH:36]=1, predict the reaction product. The product is: [CH2:34]([NH:41][C:18]1[C:13]2[C:12]([OH:20])=[CH:11][C:10](=[O:26])[N:9]([O:8][CH2:1][C:2]3[CH:3]=[CH:4][CH:5]=[CH:6][CH:7]=3)[C:14]=2[N:15]=[CH:16][N:17]=1)[C:35]1[CH:40]=[CH:39][CH:38]=[CH:37][CH:36]=1.